Dataset: Full USPTO retrosynthesis dataset with 1.9M reactions from patents (1976-2016). Task: Predict the reactants needed to synthesize the given product. (1) Given the product [NH2:1][C:2]1[C:3]2[N:4]([C:8]([C@@H:26]3[CH2:31][CH2:30][CH2:29][N:28]([C:41](=[O:44])[CH2:42][CH3:43])[CH2:27]3)=[N:9][C:10]=2[C:11]2[CH:25]=[CH:24][C:14]([C:15]([NH:17][C:18]3[CH:23]=[CH:22][CH:21]=[CH:20][N:19]=3)=[O:16])=[CH:13][CH:12]=2)[CH:5]=[CH:6][N:7]=1, predict the reactants needed to synthesize it. The reactants are: [NH2:1][C:2]1[C:3]2[N:4]([C:8]([C@@H:26]3[CH2:31][CH2:30][CH2:29][NH:28][CH2:27]3)=[N:9][C:10]=2[C:11]2[CH:25]=[CH:24][C:14]([C:15]([NH:17][C:18]3[CH:23]=[CH:22][CH:21]=[CH:20][N:19]=3)=[O:16])=[CH:13][CH:12]=2)[CH:5]=[CH:6][N:7]=1.CCN(C(C)C)C(C)C.[C:41](O)(=[O:44])[CH2:42][CH3:43].CN(C(ON1N=NC2C=CC=NC1=2)=[N+](C)C)C.F[P-](F)(F)(F)(F)F. (2) Given the product [C:1]([CH2:3][CH2:4][C:5]([C:8]1[CH:9]=[CH:10][C:11]([C:12]([NH:29][C:27]2[N:28]=[C:23]3[CH:22]=[CH:21][C:20]4[O:19][CH2:18][CH2:17][C:25]=4[N:24]3[CH:26]=2)=[O:14])=[CH:15][CH:16]=1)([CH3:6])[CH3:7])#[N:2], predict the reactants needed to synthesize it. The reactants are: [C:1]([CH2:3][CH2:4][C:5]([C:8]1[CH:16]=[CH:15][C:11]([C:12]([OH:14])=O)=[CH:10][CH:9]=1)([CH3:7])[CH3:6])#[N:2].[CH2:17]1[C:25]2[N:24]3[CH:26]=[C:27]([NH2:29])[N:28]=[C:23]3[CH:22]=[CH:21][C:20]=2[O:19][CH2:18]1.